This data is from Forward reaction prediction with 1.9M reactions from USPTO patents (1976-2016). The task is: Predict the product of the given reaction. (1) The product is: [NH2:1][C:4]1[CH:5]=[CH:6][C:7]([C:10]2[NH:14][C:13]3[CH:15]=[C:16]([CH3:20])[C:17]([CH3:19])=[CH:18][C:12]=3[N:11]=2)=[CH:8][CH:9]=1. Given the reactants [N+:1]([C:4]1[CH:9]=[CH:8][C:7]([C:10]2[NH:11][C:12]3[CH:18]=[C:17]([CH3:19])[C:16]([CH3:20])=[CH:15][C:13]=3[N:14]=2)=[CH:6][CH:5]=1)([O-])=O.NC1C=C(C)C(C)=CC=1N.[N+](C1C=CC(C(O)=O)=CC=1)([O-])=O, predict the reaction product. (2) Given the reactants [Si:1]([O:8][CH2:9][C:10]1[CH:11]=[C:12]([C:16]2[CH:17]=[CH:18][C:19]([NH2:22])=[N:20][CH:21]=2)[CH:13]=[CH:14][CH:15]=1)([C:4]([CH3:7])([CH3:6])[CH3:5])([CH3:3])[CH3:2].C(=O)([O-])O.[Na+].Br[CH:29]([CH3:40])[C:30]([C:32]1[CH:37]=[CH:36][C:35]([F:38])=[CH:34][C:33]=1[F:39])=O, predict the reaction product. The product is: [Si:1]([O:8][CH2:9][C:10]1[CH:11]=[C:12]([C:16]2[CH:17]=[CH:18][C:19]3[N:20]([C:29]([CH3:40])=[C:30]([C:32]4[CH:37]=[CH:36][C:35]([F:38])=[CH:34][C:33]=4[F:39])[N:22]=3)[CH:21]=2)[CH:13]=[CH:14][CH:15]=1)([C:4]([CH3:7])([CH3:6])[CH3:5])([CH3:3])[CH3:2]. (3) The product is: [OH:8][C:4]1[CH:3]=[C:2]([NH:1][C:14](=[O:15])[O:13][C:10]([CH3:12])([CH3:11])[CH3:9])[CH:7]=[CH:6][CH:5]=1. Given the reactants [NH2:1][C:2]1[CH:3]=[C:4]([OH:8])[CH:5]=[CH:6][CH:7]=1.[CH3:9][C:10]([O:13][C:14](O[C:14]([O:13][C:10]([CH3:12])([CH3:11])[CH3:9])=[O:15])=[O:15])([CH3:12])[CH3:11].CCOC(C)=O, predict the reaction product. (4) Given the reactants [NH2:1][C:2]1[S:6][C:5]([S:7][CH3:8])=[N:4][C:3]=1[C:9]1[CH:14]=[CH:13][CH:12]=[CH:11][CH:10]=1.[OH:15]O, predict the reaction product. The product is: [NH2:1][C:2]1[S:6][C:5]([S:7]([CH3:8])=[O:15])=[N:4][C:3]=1[C:9]1[CH:10]=[CH:11][CH:12]=[CH:13][CH:14]=1.